From a dataset of Reaction yield outcomes from USPTO patents with 853,638 reactions. Predict the reaction yield, written as a fraction of the theoretical maximum amount of product (1.0 means a 100% yield; for example, 0.34 means a 34% yield). The reactants are [F:1][C:2]1[CH:7]=[CH:6][CH:5]=[CH:4][C:3]=1[C:8]1[N:12]([S:13]([C:16]2[CH:17]=[N:18][CH:19]=[CH:20][CH:21]=2)(=[O:15])=[O:14])[CH:11]=[C:10]([CH:22]=[O:23])[CH:9]=1.[Br:24]N1C(=O)CCC1=O.C(=O)([O-])O.[Na+]. The catalyst is CN(C)C=O. The product is [Br:24][C:11]1[N:12]([S:13]([C:16]2[CH:17]=[N:18][CH:19]=[CH:20][CH:21]=2)(=[O:15])=[O:14])[C:8]([C:3]2[CH:4]=[CH:5][CH:6]=[CH:7][C:2]=2[F:1])=[CH:9][C:10]=1[CH:22]=[O:23]. The yield is 0.660.